Dataset: NCI-60 drug combinations with 297,098 pairs across 59 cell lines. Task: Regression. Given two drug SMILES strings and cell line genomic features, predict the synergy score measuring deviation from expected non-interaction effect. (1) Drug 1: CC1=CC2C(CCC3(C2CCC3(C(=O)C)OC(=O)C)C)C4(C1=CC(=O)CC4)C. Drug 2: CC1C(C(CC(O1)OC2CC(OC(C2O)C)OC3=CC4=CC5=C(C(=O)C(C(C5)C(C(=O)C(C(C)O)O)OC)OC6CC(C(C(O6)C)O)OC7CC(C(C(O7)C)O)OC8CC(C(C(O8)C)O)(C)O)C(=C4C(=C3C)O)O)O)O. Cell line: SF-539. Synergy scores: CSS=18.7, Synergy_ZIP=3.65, Synergy_Bliss=6.13, Synergy_Loewe=4.23, Synergy_HSA=5.82. (2) Drug 1: CC12CCC3C(C1CCC2O)C(CC4=C3C=CC(=C4)O)CCCCCCCCCS(=O)CCCC(C(F)(F)F)(F)F. Drug 2: C1=CN(C=N1)CC(O)(P(=O)(O)O)P(=O)(O)O. Cell line: M14. Synergy scores: CSS=-3.83, Synergy_ZIP=5.04, Synergy_Bliss=5.88, Synergy_Loewe=0.0857, Synergy_HSA=-1.83. (3) Drug 1: CNC(=O)C1=CC=CC=C1SC2=CC3=C(C=C2)C(=NN3)C=CC4=CC=CC=N4. Synergy scores: CSS=38.4, Synergy_ZIP=-2.94, Synergy_Bliss=-1.83, Synergy_Loewe=-15.8, Synergy_HSA=-2.84. Drug 2: CS(=O)(=O)OCCCCOS(=O)(=O)C. Cell line: K-562. (4) Drug 1: CCN(CC)CCNC(=O)C1=C(NC(=C1C)C=C2C3=C(C=CC(=C3)F)NC2=O)C. Drug 2: CC1CCCC2(C(O2)CC(NC(=O)CC(C(C(=O)C(C1O)C)(C)C)O)C(=CC3=CSC(=N3)C)C)C. Cell line: TK-10. Synergy scores: CSS=39.4, Synergy_ZIP=3.40, Synergy_Bliss=3.31, Synergy_Loewe=-16.5, Synergy_HSA=2.01. (5) Drug 1: CC1=C(C=C(C=C1)C(=O)NC2=CC(=CC(=C2)C(F)(F)F)N3C=C(N=C3)C)NC4=NC=CC(=N4)C5=CN=CC=C5. Drug 2: C1CN(P(=O)(OC1)NCCCl)CCCl. Cell line: SNB-75. Synergy scores: CSS=2.48, Synergy_ZIP=1.22, Synergy_Bliss=0.387, Synergy_Loewe=0.421, Synergy_HSA=-0.149.